This data is from Reaction yield outcomes from USPTO patents with 853,638 reactions. The task is: Predict the reaction yield, written as a fraction of the theoretical maximum amount of product (1.0 means a 100% yield; for example, 0.34 means a 34% yield). (1) The reactants are [CH3:1][C:2]1[CH:7]=[CH:6][CH:5]=[CH:4][C:3]=1[C:8]1[NH:12][CH:11]=[C:10]([CH:13]=[O:14])[CH:9]=1.[H-].[Na+].C1OCCOCCOCCOCCOC1.Cl.[N:33]1[CH:38]=[CH:37][CH:36]=[C:35]([S:39](Cl)(=[O:41])=[O:40])[CH:34]=1. The catalyst is O1CCCC1.CN(C)C=O. The product is [CH3:1][C:2]1[CH:7]=[CH:6][CH:5]=[CH:4][C:3]=1[C:8]1[N:12]([S:39]([C:35]2[CH:34]=[N:33][CH:38]=[CH:37][CH:36]=2)(=[O:41])=[O:40])[CH:11]=[C:10]([CH:13]=[O:14])[CH:9]=1. The yield is 0.800. (2) The product is [N:27]1[CH:28]=[CH:29][CH:30]=[C:25]([C:24]2[CH2:23][O:22][C:20](=[O:21])[C:19]=2[C:16]2[CH:15]=[CH:14][C:13]([O:12][CH2:11][C:2]3[CH:3]=[CH:4][C:5]4[C:10](=[CH:9][CH:8]=[CH:7][CH:6]=4)[N:1]=3)=[CH:18][CH:17]=2)[CH:26]=1. The yield is 0.0500. The catalyst is CN(C=O)C. The reactants are [N:1]1[C:10]2[C:5](=[CH:6][CH:7]=[CH:8][CH:9]=2)[CH:4]=[CH:3][C:2]=1[CH2:11][O:12][C:13]1[CH:18]=[CH:17][C:16]([CH2:19][C:20]([O:22][CH2:23][C:24](=O)[C:25]2[CH:26]=[N:27][CH:28]=[CH:29][CH:30]=2)=[O:21])=[CH:15][CH:14]=1.[H-].[Na+]. (3) The reactants are C(N1C=CN=C1)(N1C=CN=C1)=S.[CH3:13][N:14]1[CH2:19][CH2:18][NH:17][CH2:16][CH2:15]1.[NH2:20][C:21](N)=[S:22].Br[CH2:25][C:26]([C:28]1[CH:36]=[CH:35][C:31]([C:32]([OH:34])=[O:33])=[CH:30][CH:29]=1)=O. The catalyst is C1COCC1.CCO. The product is [CH3:13][N:14]1[CH2:19][CH2:18][N:17]([C:21]2[S:22][CH:25]=[C:26]([C:28]3[CH:36]=[CH:35][C:31]([C:32]([OH:34])=[O:33])=[CH:30][CH:29]=3)[N:20]=2)[CH2:16][CH2:15]1. The yield is 0.770.